Dataset: Forward reaction prediction with 1.9M reactions from USPTO patents (1976-2016). Task: Predict the product of the given reaction. (1) Given the reactants [CH2:1]([NH2:9])[CH2:2][CH2:3][CH2:4][CH2:5][CH2:6][CH2:7][CH3:8].Cl[CH2:11][C:12]1[CH:20]=[CH:19][C:15]([C:16](Cl)=[O:17])=[CH:14][CH:13]=1.[O:21]([CH2:28][C:29](Cl)=[O:30])[C:22]1[CH:27]=[CH:26][CH:25]=[CH:24][CH:23]=1.C(O)(=O)C.[NH2:36][CH2:37][C:38]1[CH:50]=[CH:49][C:41]2[O:42]C(C)(C)[O:44][C:45](=[O:46])[C:40]=2[CH:39]=1, predict the reaction product. The product is: [OH:42][C:41]1[CH:49]=[CH:50][C:38]([CH2:37][N:36]([CH2:11][C:12]2[CH:20]=[CH:19][C:15]([C:16]([NH:9][CH2:1][CH2:2][CH2:3][CH2:4][CH2:5][CH2:6][CH2:7][CH3:8])=[O:17])=[CH:14][CH:13]=2)[C:29](=[O:30])[CH2:28][O:21][C:22]2[CH:27]=[CH:26][CH:25]=[CH:24][CH:23]=2)=[CH:39][C:40]=1[C:45]([OH:46])=[O:44]. (2) Given the reactants Cl.[CH3:2][NH:3][O:4][CH3:5].[CH2:6]([O:10][C:11]1[CH:15]=[C:14]([C:16](O)=[O:17])[N:13]([CH2:19][C:20]2[CH:25]=[CH:24][C:23]([C:26]([F:29])([F:28])[F:27])=[CH:22][C:21]=2[Cl:30])[N:12]=1)[CH2:7][CH2:8][CH3:9].Cl.C(N=C=NCCCN(C)C)C.O.ON1C2C=CC=CC=2N=N1, predict the reaction product. The product is: [CH2:6]([O:10][C:11]1[CH:15]=[C:14]([C:16]([N:3]([O:4][CH3:5])[CH3:2])=[O:17])[N:13]([CH2:19][C:20]2[CH:25]=[CH:24][C:23]([C:26]([F:29])([F:27])[F:28])=[CH:22][C:21]=2[Cl:30])[N:12]=1)[CH2:7][CH2:8][CH3:9].